Dataset: Forward reaction prediction with 1.9M reactions from USPTO patents (1976-2016). Task: Predict the product of the given reaction. Given the reactants Cl[S:2]([C:5]1[CH:13]=[CH:12][C:8]([C:9]([OH:11])=[O:10])=[CH:7][CH:6]=1)(=[O:4])=[O:3].[NH2:14][C:15]1[CH:16]=[CH:17][CH:18]=[C:19]2[C:23]=1[NH:22][CH:21]=[C:20]2[Cl:24], predict the reaction product. The product is: [Cl:24][C:20]1[C:19]2[C:23](=[C:15]([NH:14][S:2]([C:5]3[CH:13]=[CH:12][C:8]([C:9]([OH:11])=[O:10])=[CH:7][CH:6]=3)(=[O:4])=[O:3])[CH:16]=[CH:17][CH:18]=2)[NH:22][CH:21]=1.